From a dataset of Retrosynthesis with 50K atom-mapped reactions and 10 reaction types from USPTO. Predict the reactants needed to synthesize the given product. (1) Given the product Cc1cn(S(=O)(=O)c2ccccc2)c2ncnc(N3CCN(C(=O)C(CN)c4ccc(Cl)cc4)CC3)c12, predict the reactants needed to synthesize it. The reactants are: Cc1cn(S(=O)(=O)c2ccccc2)c2ncnc(N3CCN(C(=O)C(CNC(=O)OC(C)(C)C)c4ccc(Cl)cc4)CC3)c12. (2) Given the product CCc1nc2cc(NC(C)=O)ncc2cc1-c1ccc(F)c(N)c1, predict the reactants needed to synthesize it. The reactants are: CC(N)=O.CCc1nc2cc(Cl)ncc2cc1-c1ccc(F)c(N)c1. (3) Given the product O=C(Nc1cc(-c2ccccc2)ccc1C(=O)O)c1cc(C2CCN(CCO)CC2)ccc1O, predict the reactants needed to synthesize it. The reactants are: COC(=O)c1ccc(-c2ccccc2)cc1NC(=O)c1cc(C2CCN(CCO)CC2)ccc1O. (4) The reactants are: C[C@@H](Nc1c(C(N)=O)cnn2cc(Br)cc12)C1CC1.O=C1CCCN1. Given the product C[C@@H](Nc1c(C(N)=O)cnn2cc(N3CCCC3=O)cc12)C1CC1, predict the reactants needed to synthesize it. (5) Given the product CCOC1CN(c2nc(SCc3ccc(OC)c([N+](=O)[O-])c3)nc3c2ncn3C)CCO1, predict the reactants needed to synthesize it. The reactants are: CCOC1CNCCO1.COc1ccc(CSc2nc(Cl)c3ncn(C)c3n2)cc1[N+](=O)[O-].